This data is from Reaction yield outcomes from USPTO patents with 853,638 reactions. The task is: Predict the reaction yield, written as a fraction of the theoretical maximum amount of product (1.0 means a 100% yield; for example, 0.34 means a 34% yield). The reactants are [F:1][C:2]1C=[C:6](O)[CH:5]=[CH:4][C:3]=1B(O)O.Br[C:13]1[C:21]2[O:20][CH:19]=[CH:18][C:17]=2[C:16]([F:22])=[C:15]([F:23])[CH:14]=1.[C:24](=[O:27])([O-])[O-:25].[Na+].[Na+].BrC[C:32]1[CH:33]=[C:34]([CH:39]=[CH:40][CH:41]=1)[C:35]([O:37][CH3:38])=O.C(=O)([O-])[O-].[K+].[K+].[OH-].[Li+]. The catalyst is C(OCC)(=O)C.C1C=CC(P(C2C=CC=CC=2)[C-]2C=CC=C2)=CC=1.C1C=CC(P(C2C=CC=CC=2)[C-]2C=CC=C2)=CC=1.Cl[Pd]Cl.[Fe+2].C1COCC1.O.CO.CN(C=O)C.O1CCOCC1. The product is [F:22][C:16]1[C:17]2[CH:18]=[CH:19][O:20][C:21]=2[C:13]([C:4]2[CH:5]=[CH:6][C:38]([O:37][CH2:35][C:34]3[CH:39]=[C:40]([CH:41]=[CH:32][CH:33]=3)[C:24]([OH:25])=[O:27])=[C:2]([F:1])[CH:3]=2)=[CH:14][C:15]=1[F:23]. The yield is 0.240.